From a dataset of Peptide-MHC class II binding affinity with 134,281 pairs from IEDB. Regression. Given a peptide amino acid sequence and an MHC pseudo amino acid sequence, predict their binding affinity value. This is MHC class II binding data. (1) The peptide sequence is LRTLVLAPTRVVLSE. The MHC is DRB5_0101 with pseudo-sequence DRB5_0101. The binding affinity (normalized) is 0.898. (2) The peptide sequence is SDQGCSSALGSGPYG. The MHC is DRB1_0701 with pseudo-sequence DRB1_0701. The binding affinity (normalized) is 0.178. (3) The peptide sequence is EPFPKRVWEQIFSTW. The MHC is HLA-DPA10201-DPB10101 with pseudo-sequence HLA-DPA10201-DPB10101. The binding affinity (normalized) is 0.560.